From a dataset of Forward reaction prediction with 1.9M reactions from USPTO patents (1976-2016). Predict the product of the given reaction. (1) Given the reactants [CH3:1][O:2][C:3]1[C:8]([OH:9])=[CH:7][CH:6]=[C:5](/[CH:10]=[CH:11]/[C:12]([CH2:14][C:15](/[CH:17]=[CH:18]/[C:19]2[CH:27]=[C:24]([O:25][CH3:26])[C:22]([OH:23])=[CH:21][CH:20]=2)=[O:16])=[O:13])[CH:4]=1.C([O-])([O-])=O.[K+].[K+].[CH2:34](Br)[C:35]#[CH:36].O, predict the reaction product. The product is: [CH2:36]([CH:14]([C:12](/[CH:11]=[CH:10]/[C:5]1[CH:4]=[C:3]([O:2][CH3:1])[C:8]([OH:9])=[CH:7][CH:6]=1)=[O:13])[C:15](=[O:16])/[CH:17]=[CH:18]/[C:19]1[CH:27]=[C:24]([C:22]([OH:23])=[CH:21][CH:20]=1)[O:25][CH3:26])[C:35]#[CH:34]. (2) Given the reactants S(Cl)(Cl)=O.[Br:5][C:6]1[CH:11]=[CH:10][C:9]([CH2:12][CH2:13][C:14]([OH:16])=O)=[CH:8][CH:7]=1.[Cl-].[Al+3].[Cl-].[Cl-], predict the reaction product. The product is: [Br:5][C:6]1[CH:7]=[C:8]2[C:9]([CH2:12][CH2:13][C:14]2=[O:16])=[CH:10][CH:11]=1.